Task: Regression/Classification. Given a drug SMILES string, predict its absorption, distribution, metabolism, or excretion properties. Task type varies by dataset: regression for continuous measurements (e.g., permeability, clearance, half-life) or binary classification for categorical outcomes (e.g., BBB penetration, CYP inhibition). Dataset: cyp1a2_veith.. Dataset: CYP1A2 inhibition data for predicting drug metabolism from PubChem BioAssay The drug is O=C(NCCCN1CCN(c2ccccc2F)CC1)C1CCC(=O)N1C1CCCCC1. The result is 0 (non-inhibitor).